Dataset: Full USPTO retrosynthesis dataset with 1.9M reactions from patents (1976-2016). Task: Predict the reactants needed to synthesize the given product. Given the product [CH2:21]([C:23]1[CH:24]=[C:25]([NH:35][C:36]([NH:1][C@H:2]([CH3:20])[C@@H:3]([OH:19])[CH2:4][N:5]2[CH2:10][CH2:9][CH2:8][C@@H:7]([CH2:11][C:12]3[CH:13]=[CH:14][C:15]([F:18])=[CH:16][CH:17]=3)[CH2:6]2)=[O:37])[CH:26]=[C:27]([C:29]2[N:33]([CH3:34])[N:32]=[N:31][N:30]=2)[CH:28]=1)[CH3:22], predict the reactants needed to synthesize it. The reactants are: [NH2:1][C@H:2]([CH3:20])[C@@H:3]([OH:19])[CH2:4][N:5]1[CH2:10][CH2:9][CH2:8][C@@H:7]([CH2:11][C:12]2[CH:17]=[CH:16][C:15]([F:18])=[CH:14][CH:13]=2)[CH2:6]1.[CH2:21]([C:23]1[CH:24]=[C:25]([NH:35][C:36](=O)[O:37]C2C=CC=CC=2)[CH:26]=[C:27]([C:29]2[N:33]([CH3:34])[N:32]=[N:31][N:30]=2)[CH:28]=1)[CH3:22].